From a dataset of Forward reaction prediction with 1.9M reactions from USPTO patents (1976-2016). Predict the product of the given reaction. (1) Given the reactants Br[C:2]([F:22])([F:21])[C:3]([NH:5][CH2:6][C:7]1([OH:20])[CH2:12][CH2:11][N:10]([C:13]([O:15][C:16]([CH3:19])([CH3:18])[CH3:17])=[O:14])[CH2:9][CH2:8]1)=[O:4].CC(C)([O-])C.[K+], predict the reaction product. The product is: [F:21][C:2]1([F:22])[C:3](=[O:4])[NH:5][CH2:6][C:7]2([CH2:12][CH2:11][N:10]([C:13]([O:15][C:16]([CH3:19])([CH3:18])[CH3:17])=[O:14])[CH2:9][CH2:8]2)[O:20]1. (2) Given the reactants [Cl:1][C:2]1[CH:7]=[CH:6][C:5]([CH:8]([C:24]2[CH:29]=[CH:28][C:27]([Cl:30])=[CH:26][CH:25]=2)[N:9]2[CH2:12][C:11](=[C:13]([C:16]3[CH:21]=[C:20]([F:22])[CH:19]=[C:18]([F:23])[CH:17]=3)[CH2:14]O)[CH2:10]2)=[CH:4][CH:3]=1.CS(OS(C)(=O)=O)(=O)=O.[C-]#N.[Na+].[N:43]1C=CC=C[CH:44]=1, predict the reaction product. The product is: [Cl:1][C:2]1[CH:7]=[CH:6][C:5]([CH:8]([C:24]2[CH:29]=[CH:28][C:27]([Cl:30])=[CH:26][CH:25]=2)[N:9]2[CH2:12][C:11](=[C:13]([C:16]3[CH:21]=[C:20]([F:22])[CH:19]=[C:18]([F:23])[CH:17]=3)[CH2:14][C:44]#[N:43])[CH2:10]2)=[CH:4][CH:3]=1.